This data is from Forward reaction prediction with 1.9M reactions from USPTO patents (1976-2016). The task is: Predict the product of the given reaction. (1) Given the reactants [NH2:1][C:2]1[N:7]([CH2:8][C:9]([CH3:11])=[CH2:10])[C:6](=[O:12])[NH:5][C:4](=[O:13])[CH:3]=1.[OH-].[Na+].S(OC)(O[CH3:20])(=O)=O, predict the reaction product. The product is: [NH2:1][C:2]1[N:7]([CH2:8][C:9]([CH3:11])=[CH2:10])[C:6](=[O:12])[N:5]([CH3:20])[C:4](=[O:13])[CH:3]=1. (2) Given the reactants [H-].[Na+].[C:3]1([CH3:19])[CH:8]=[C:7]([CH3:9])[CH:6]=[C:5]([CH3:10])[C:4]=1[CH:11]([C:16](=[O:18])[CH3:17])[C:12]([O:14][CH3:15])=[O:13].[Li]CCCC.[F:25][C:26]([F:40])([F:39])[C:27]1[CH:32]=[CH:31][C:30]([S:33][CH2:34][CH2:35][C:36](=[O:38])[CH3:37])=[CH:29][CH:28]=1, predict the reaction product. The product is: [OH:38][C:36]([CH3:37])([CH2:35][CH2:34][S:33][C:30]1[CH:31]=[CH:32][C:27]([C:26]([F:40])([F:25])[F:39])=[CH:28][CH:29]=1)[CH2:17][C:16](=[O:18])[CH:11]([C:4]1[C:5]([CH3:10])=[CH:6][C:7]([CH3:9])=[CH:8][C:3]=1[CH3:19])[C:12]([O:14][CH3:15])=[O:13]. (3) Given the reactants [C:1]([C:3]1[CH:4]=[C:5]([CH:9]([C:24]2([OH:30])[CH2:29][CH2:28][CH2:27][CH2:26][CH2:25]2)[CH2:10][N:11]2[CH2:16][CH2:15][N:14](C(OC(C)(C)C)=O)[CH2:13][CH2:12]2)[CH:6]=[CH:7][CH:8]=1)#[N:2].[ClH:31], predict the reaction product. The product is: [ClH:31].[ClH:31].[C:1]([C:3]1[CH:4]=[C:5]([CH:9]([C:24]2([OH:30])[CH2:25][CH2:26][CH2:27][CH2:28][CH2:29]2)[CH2:10][N:11]2[CH2:12][CH2:13][NH:14][CH2:15][CH2:16]2)[CH:6]=[CH:7][CH:8]=1)#[N:2]. (4) The product is: [Cl:1][C:2]1[CH:3]=[C:4]([C:8]2[N:13]=[C:12]([NH:14][C:15]3[N:20]=[CH:19][C:18]([CH2:21][C:22]([NH2:30])=[O:24])=[CH:17][CH:16]=3)[CH:11]=[C:10]([CH:27]3[CH2:28][CH2:29]3)[N:9]=2)[CH:5]=[CH:6][CH:7]=1. Given the reactants [Cl:1][C:2]1[CH:3]=[C:4]([C:8]2[N:13]=[C:12]([NH:14][C:15]3[N:20]=[CH:19][C:18]([CH2:21][C:22]([O:24]CC)=O)=[CH:17][CH:16]=3)[CH:11]=[C:10]([CH:27]3[CH2:29][CH2:28]3)[N:9]=2)[CH:5]=[CH:6][CH:7]=1.[NH3:30], predict the reaction product. (5) Given the reactants [CH3:1][O:2][CH:3]([O:6][CH3:7])[CH2:4][NH2:5].C(N(CC)CC)C.[Cl:15][CH2:16][CH2:17][CH2:18][S:19](Cl)(=[O:21])=[O:20], predict the reaction product. The product is: [CH3:1][O:2][CH:3]([O:6][CH3:7])[CH2:4][NH:5][S:19]([CH2:18][CH2:17][CH2:16][Cl:15])(=[O:21])=[O:20].